This data is from Full USPTO retrosynthesis dataset with 1.9M reactions from patents (1976-2016). The task is: Predict the reactants needed to synthesize the given product. (1) Given the product [CH2:46]([O:48][C:49](=[O:74])[C:50]([F:73])([F:72])[C:51]1[C:60]2[C:55](=[CH:56][C:57]([O:61][CH2:62][C:63]3[CH:68]=[CH:67][C:66]([O:69][CH3:70])=[CH:65][CH:64]=3)=[CH:58][CH:59]=2)[CH2:54][CH2:53][CH:52]=1)[CH3:47], predict the reactants needed to synthesize it. The reactants are: C1C=CC(C(OS(OC(C(F)(F)F)(C(F)(F)F)C2C=CC=CC=2)(C2C=CC=CC=2)C2C=CC=CC=2)(C(F)(F)F)C(F)(F)F)=CC=1.[CH2:46]([O:48][C:49](=[O:74])[C:50]([F:73])([F:72])[C:51]1(O)[C:60]2[C:55](=[CH:56][C:57]([O:61][CH2:62][C:63]3[CH:68]=[CH:67][C:66]([O:69][CH3:70])=[CH:65][CH:64]=3)=[CH:58][CH:59]=2)[CH2:54][CH2:53][CH2:52]1)[CH3:47]. (2) Given the product [Cl:1][C:2]1[N:7]=[CH:6][C:5]([CH:9]([N:11]([C:12]2[CH:17]=[CH:16][C:15]([O:18][CH3:19])=[CH:14][C:13]=2[F:20])[C:30]([NH:29][C:25]2[CH:26]=[CH:27][CH:28]=[C:23]([C:21]#[N:22])[CH:24]=2)=[O:31])[CH3:10])=[CH:4][N:3]=1, predict the reactants needed to synthesize it. The reactants are: [Cl:1][C:2]1[N:7]=[C:6](Cl)[C:5]([CH:9]([NH:11][C:12]2[CH:17]=[CH:16][C:15]([O:18][CH3:19])=[CH:14][C:13]=2[F:20])[CH3:10])=[CH:4][N:3]=1.[C:21]([C:23]1[CH:24]=[C:25]([N:29]=[C:30]=[O:31])[CH:26]=[CH:27][CH:28]=1)#[N:22]. (3) Given the product [CH:1]1([C:4]2[N:8]([C:9]([O:11][C:12]([CH3:15])([CH3:14])[CH3:13])=[O:10])[C:7]3[CH:16]=[C:17]([C:26]4[C:27]([CH3:32])=[N:28][O:29][C:30]=4[CH3:31])[CH:18]=[C:19]([C:20]([CH:21]4[CH2:35][CH2:34][CH2:24][CH2:23][O:22]4)=[O:25])[C:6]=3[N:5]=2)[CH2:2][CH2:3]1, predict the reactants needed to synthesize it. The reactants are: [CH:1]1([C:4]2[N:8]([C:9]([O:11][C:12]([CH3:15])([CH3:14])[CH3:13])=[O:10])[C:7]3[CH:16]=[C:17]([C:26]4[C:27]([CH3:32])=[N:28][O:29][C:30]=4[CH3:31])[CH:18]=[C:19]([CH:20]([OH:25])[CH:21]4[CH2:24][CH2:23][O:22]4)[C:6]=3[N:5]=2)[CH2:3][CH2:2]1.O1CCC[CH2:35][CH2:34]1. (4) Given the product [Br:1][C:2]1[CH:3]=[C:4]([C:5](=[S:24])[NH2:7])[CH:8]=[C:9]([C:11]([F:14])([F:13])[F:12])[CH:10]=1, predict the reactants needed to synthesize it. The reactants are: [Br:1][C:2]1[CH:3]=[C:4]([CH:8]=[C:9]([C:11]([F:14])([F:13])[F:12])[CH:10]=1)[C:5]([NH2:7])=O.COC1C=CC(P2(=S)SP(=S)(C3C=CC(OC)=CC=3)[S:24]2)=CC=1.C(=O)([O-])O.[Na+]. (5) Given the product [NH2:1][C:2]1[N:10]=[C:9]([F:11])[N:8]=[C:7]2[C:3]=1[N:4]=[C:5]([CH2:19][C:20]1[C:28]([I:29])=[CH:27][C:23]3[O:24][CH2:25][O:26][C:22]=3[CH:21]=1)[N:6]2[CH:12]([CH3:30])[CH2:13][CH2:14][CH2:15][CH2:16][O:18][S:35](=[O:38])(=[O:37])[NH2:36], predict the reactants needed to synthesize it. The reactants are: [NH2:1][C:2]1[N:10]=[C:9]([F:11])[N:8]=[C:7]2[C:3]=1[N:4]=[C:5]([CH2:19][C:20]1[C:28]([I:29])=[CH:27][C:23]3[O:24][CH2:25][O:26][C:22]=3[CH:21]=1)[N:6]2[CH2:12][CH2:13][CH2:14][CH2:15][CH:16]([OH:18])C.[C:30]([O-])([O-])=O.[Ca+2].[S:35](Cl)(=[O:38])(=[O:37])[NH2:36]. (6) Given the product [Cl:9][C:6]1[CH:5]=[C:4]([C:10]2([C:29]([F:32])([F:30])[F:31])[CH2:14][CH2:13][N:12]([C:15]3[S:16][C:17]([C:24]([OH:26])=[O:25])=[C:18]([C:20]([F:23])([F:21])[F:22])[N:19]=3)[CH2:11]2)[CH:3]=[C:2]([Cl:1])[C:7]=1[Cl:8], predict the reactants needed to synthesize it. The reactants are: [Cl:1][C:2]1[CH:3]=[C:4]([C:10]2([C:29]([F:32])([F:31])[F:30])[CH2:14][CH2:13][N:12]([C:15]3[S:16][C:17]([C:24]([O:26]CC)=[O:25])=[C:18]([C:20]([F:23])([F:22])[F:21])[N:19]=3)[CH2:11]2)[CH:5]=[C:6]([Cl:9])[C:7]=1[Cl:8].[OH-].[Na+].Cl. (7) Given the product [C:9]([C:8]1[CH:7]([C:11]2[CH:12]=[C:13]3[C:17](=[CH:18][C:19]=2[F:20])[NH:16][N:15]=[C:14]3[CH3:21])[C:6]([C:22]#[N:23])=[C:5]([CH:24]([F:25])[F:26])[N-:4][C:3]=1[CH:2]([F:1])[F:27])#[N:10].[Na+:29], predict the reactants needed to synthesize it. The reactants are: [F:1][CH:2]([F:27])[C:3]1[NH:4][C:5]([CH:24]([F:26])[F:25])=[C:6]([C:22]#[N:23])[CH:7]([C:11]2[CH:12]=[C:13]3[C:17](=[CH:18][C:19]=2[F:20])[NH:16][N:15]=[C:14]3[CH3:21])[C:8]=1[C:9]#[N:10].[OH-].[Na+:29].